Task: Predict the reactants needed to synthesize the given product.. Dataset: Full USPTO retrosynthesis dataset with 1.9M reactions from patents (1976-2016) (1) Given the product [Cl:1][C:2]1[CH:10]=[CH:9][C:8]([C:11]2[N:12]([C:22]([O:24][C:25]([CH3:27])([CH3:26])[CH3:28])=[O:23])[C:13]3[C:18]([CH:19]=2)=[CH:17][C:16]([CH2:20][N:30]2[CH2:35][CH2:34][O:33][CH2:32][CH2:31]2)=[CH:15][CH:14]=3)=[C:7]2[C:3]=1[CH2:4][NH:5][C:6]2=[O:29], predict the reactants needed to synthesize it. The reactants are: [Cl:1][C:2]1[CH:10]=[CH:9][C:8]([C:11]2[N:12]([C:22]([O:24][C:25]([CH3:28])([CH3:27])[CH3:26])=[O:23])[C:13]3[C:18]([CH:19]=2)=[CH:17][C:16]([CH:20]=O)=[CH:15][CH:14]=3)=[C:7]2[C:3]=1[CH2:4][NH:5][C:6]2=[O:29].[NH:30]1[CH2:35][CH2:34][O:33][CH2:32][CH2:31]1.C(O)(=O)C.C(O[BH-](OC(=O)C)OC(=O)C)(=O)C.[Na+].Cl. (2) Given the product [CH3:23][C:22]([O:21][C:20]([NH:19][CH:12]1[CH2:11][C:10]2[N:9]=[CH:8][C:7]([B:27]([OH:30])[OH:28])=[CH:16][C:15]=2[N:14]([CH3:17])[C:13]1=[O:18])=[O:26])([CH3:25])[CH3:24], predict the reactants needed to synthesize it. The reactants are: [Li+].CCC[CH2-].Br[C:7]1[CH:16]=[C:15]2[C:10]([CH2:11][CH:12]([NH:19][C:20](=[O:26])[O:21][C:22]([CH3:25])([CH3:24])[CH3:23])[C:13](=[O:18])[N:14]2[CH3:17])=[N:9][CH:8]=1.[B:27](OC)([O:30]C)[O:28]C. (3) Given the product [N:15]1([CH2:2][C:3]2[CH:8]=[N:7][C:6]([C:9]3[CH:14]=[CH:13][CH:12]=[CH:11][CH:10]=3)=[CH:5][N:4]=2)[CH:19]=[CH:18][N:17]=[CH:16]1, predict the reactants needed to synthesize it. The reactants are: Br[CH2:2][C:3]1[CH:8]=[N:7][C:6]([C:9]2[CH:14]=[CH:13][CH:12]=[CH:11][CH:10]=2)=[CH:5][N:4]=1.[NH:15]1[CH:19]=[CH:18][N:17]=[CH:16]1.C([O-])([O-])=O.[K+].[K+].